This data is from Catalyst prediction with 721,799 reactions and 888 catalyst types from USPTO. The task is: Predict which catalyst facilitates the given reaction. (1) Reactant: CC(C[AlH]CC(C)C)C.[C:10]1([C:16]2[S:20][C:19]3=[N:21][C:22]([C:24](OCC)=[O:25])=[CH:23][N:18]3[CH:17]=2)[CH:15]=[CH:14][CH:13]=[CH:12][CH:11]=1. The catalyst class is: 34. Product: [C:10]1([C:16]2[S:20][C:19]3=[N:21][C:22]([CH2:24][OH:25])=[CH:23][N:18]3[CH:17]=2)[CH:11]=[CH:12][CH:13]=[CH:14][CH:15]=1. (2) Reactant: [Cl:1][C:2]1[CH:7]=NC(I)=C[N:3]=1.[F:9][C:10]1[CH:11]=[C:12]([C:16]#[CH:17])[CH:13]=[CH:14][CH:15]=1.[CH2:18]([N:20](CC)CC)[CH3:19]. Product: [Cl:1][C:2]1[N:3]=[N:20][C:18]([C:17]#[C:16][C:12]2[CH:13]=[CH:14][CH:15]=[C:10]([F:9])[CH:11]=2)=[CH:19][CH:7]=1. The catalyst class is: 540. (3) The catalyst class is: 56. Reactant: [Cl:1][C:2]1[CH:7]=[C:6](F)[CH:5]=[CH:4][C:3]=1[C:9]1[O:13][N:12]=[C:11]([C:14]2[CH:19]=[CH:18][C:17]([O:20][CH:21]([CH3:23])[CH3:22])=[C:16]([Cl:24])[CH:15]=2)[N:10]=1.[H-].[Na+].CC1(C)[O:32][CH:31]([CH2:33][OH:34])[CH2:30][O:29]1.Cl. Product: [Cl:1][C:2]1[CH:7]=[C:6]([CH:5]=[CH:4][C:3]=1[C:9]1[O:13][N:12]=[C:11]([C:14]2[CH:19]=[CH:18][C:17]([O:20][CH:21]([CH3:23])[CH3:22])=[C:16]([Cl:24])[CH:15]=2)[N:10]=1)[O:29][CH2:30][C@H:31]([OH:32])[CH2:33][OH:34]. (4) Product: [C:11]([O:15][C:16]([N:18]1[CH2:24][CH2:23][CH2:22][CH:21]([N:25]([C:1](=[O:3])[CH3:2])[CH2:26][C:27]2[CH:32]=[C:31]([C:33]([F:36])([F:35])[F:34])[CH:30]=[C:29]([C:37]([F:40])([F:38])[F:39])[CH:28]=2)[C:20]2[CH:41]=[CH:42][C:43]([Cl:45])=[CH:44][C:19]1=2)=[O:17])([CH3:14])([CH3:12])[CH3:13]. The catalyst class is: 4. Reactant: [C:1](Cl)(=[O:3])[CH3:2].N1C=CC=CC=1.[C:11]([O:15][C:16]([N:18]1[CH2:24][CH2:23][CH2:22][CH:21]([NH:25][CH2:26][C:27]2[CH:32]=[C:31]([C:33]([F:36])([F:35])[F:34])[CH:30]=[C:29]([C:37]([F:40])([F:39])[F:38])[CH:28]=2)[C:20]2[CH:41]=[CH:42][C:43]([Cl:45])=[CH:44][C:19]1=2)=[O:17])([CH3:14])([CH3:13])[CH3:12]. (5) Reactant: O.[NH2:2][NH2:3].[CH2:4]([O:6][CH:7]1[CH2:12][CH2:11][N:10]([C:13]([C:15]2[CH:16]=[C:17]([CH2:22][C:23]([C:25]3[C:26]([C:33]([O:35]C)=O)=[C:27]([CH3:32])[N:28]([CH3:31])[C:29]=3[CH3:30])=O)[CH:18]=[CH:19][C:20]=2[F:21])=[O:14])[CH2:9][CH2:8]1)[CH3:5]. The catalyst class is: 15. Product: [CH2:4]([O:6][CH:7]1[CH2:8][CH2:9][N:10]([C:13]([C:15]2[CH:16]=[C:17]([CH:18]=[CH:19][C:20]=2[F:21])[CH2:22][C:23]2[C:25]3[C:26](=[C:27]([CH3:32])[N:28]([CH3:31])[C:29]=3[CH3:30])[C:33](=[O:35])[NH:2][N:3]=2)=[O:14])[CH2:11][CH2:12]1)[CH3:5].